This data is from Retrosynthesis with 50K atom-mapped reactions and 10 reaction types from USPTO. The task is: Predict the reactants needed to synthesize the given product. (1) Given the product CCOc1ccc(Oc2ncnc3c2cnn3C2CCN(C(=O)OC(C)(C)C)CC2)c(F)c1, predict the reactants needed to synthesize it. The reactants are: CC(C)(C)OC(=O)N1CCC(n2ncc3c(Cl)ncnc32)CC1.CCOc1ccc(O)c(F)c1. (2) Given the product OCc1cc(-c2ccc(F)cc2)n[nH]1, predict the reactants needed to synthesize it. The reactants are: CCOC(=O)c1cc(-c2ccc(F)cc2)n[nH]1.